From a dataset of Peptide-MHC class II binding affinity with 134,281 pairs from IEDB. Regression. Given a peptide amino acid sequence and an MHC pseudo amino acid sequence, predict their binding affinity value. This is MHC class II binding data. (1) The peptide sequence is RGIVEQCCTSICSLYQLENY. The MHC is DRB1_0403 with pseudo-sequence DRB1_0403. The binding affinity (normalized) is 0.303. (2) The binding affinity (normalized) is 0.966. The MHC is DRB1_0101 with pseudo-sequence DRB1_0101. The peptide sequence is LDMIITAVNSLISDN. (3) The peptide sequence is TVAVGLHFHEMNNGG. The MHC is DRB1_0701 with pseudo-sequence DRB1_0701. The binding affinity (normalized) is 0.420. (4) The peptide sequence is VIPEGWKADTCYESK. The MHC is HLA-DPA10103-DPB10301 with pseudo-sequence HLA-DPA10103-DPB10301. The binding affinity (normalized) is 0. (5) The peptide sequence is GWYRSPFSRVVHLY. The MHC is H-2-IAb with pseudo-sequence H-2-IAb. The binding affinity (normalized) is 0.458. (6) The peptide sequence is RLTQSHPILNMIDTK. The MHC is DRB4_0101 with pseudo-sequence DRB4_0103. The binding affinity (normalized) is 0.662. (7) The peptide sequence is FLHATDLLPAC. The MHC is HLA-DQA10401-DQB10402 with pseudo-sequence HLA-DQA10401-DQB10402. The binding affinity (normalized) is 0.118.